This data is from Forward reaction prediction with 1.9M reactions from USPTO patents (1976-2016). The task is: Predict the product of the given reaction. (1) Given the reactants [NH2:1][C:2]1[NH:6][N:5]=[C:4]([NH:7][C:8]2[CH:13]=[CH:12][C:11]([N:14]3[CH2:19][CH2:18][CH2:17][CH2:16][CH2:15]3)=[CH:10][CH:9]=2)[C:3]=1[C:20]([NH2:22])=[O:21].[CH3:23][C:24]1[CH:25]=[C:26]([CH:29]=[C:30]([CH3:33])[C:31]=1[OH:32])[CH:27]=O.[BH4-].[Na+].O, predict the reaction product. The product is: [OH:32][C:31]1[C:30]([CH3:33])=[CH:29][C:26]([CH2:27][NH:1][C:2]2[NH:6][N:5]=[C:4]([NH:7][C:8]3[CH:13]=[CH:12][C:11]([N:14]4[CH2:19][CH2:18][CH2:17][CH2:16][CH2:15]4)=[CH:10][CH:9]=3)[C:3]=2[C:20]([NH2:22])=[O:21])=[CH:25][C:24]=1[CH3:23]. (2) Given the reactants [NH:1]1[C:5]2[CH:6]=[CH:7][C:8]([N:10]3[CH:14]([C:15]4[CH:20]=[CH:19][C:18]([N:21]5[CH2:26][CH2:25][O:24][CH2:23][CH2:22]5)=[CH:17][CH:16]=4)[C:13](O)=[CH:12][C:11]3=[O:28])=[CH:9][C:4]=2[N:3]=[CH:2]1.[CH3:29][NH2:30], predict the reaction product. The product is: [NH:1]1[C:5]2[CH:6]=[CH:7][C:8]([N:10]3[CH:14]([C:15]4[CH:16]=[CH:17][C:18]([N:21]5[CH2:22][CH2:23][O:24][CH2:25][CH2:26]5)=[CH:19][CH:20]=4)[C:13]([NH:30][CH3:29])=[CH:12][C:11]3=[O:28])=[CH:9][C:4]=2[N:3]=[CH:2]1. (3) Given the reactants Br[C:2]1[CH:24]=[N:23][C:5]2[N:6]([CH3:22])[C:7](=[O:21])[N:8]([CH2:11][CH2:12][CH2:13][O:14][CH:15]3[CH2:20][CH2:19][CH2:18][CH2:17][O:16]3)[C:9](=[O:10])[C:4]=2[C:3]=1C(C1C=CC(Cl)=CC=1)O.[CH3:34][C:35]1([CH3:51])[C:39]([CH3:41])([CH3:40])[O:38][B:37]([B:37]2[O:38][C:39]([CH3:41])([CH3:40])[C:35]([CH3:51])([CH3:34])[O:36]2)[O:36]1.CC(O[K])=O, predict the reaction product. The product is: [CH3:22][N:6]1[C:5]2[N:23]=[CH:24][C:2]([B:37]3[O:38][C:39]([CH3:41])([CH3:40])[C:35]([CH3:51])([CH3:34])[O:36]3)=[CH:3][C:4]=2[C:9](=[O:10])[N:8]([CH2:11][CH2:12][CH2:13][O:14][CH:15]2[CH2:20][CH2:19][CH2:18][CH2:17][O:16]2)[C:7]1=[O:21]. (4) Given the reactants C1COCC1.C[Si]([C:10]#[C:11][C:12]1[C:13]([NH2:18])=[N:14][CH:15]=[CH:16][CH:17]=1)(C)C.[F-].C([N+](CCCC)(CCCC)CCCC)CCC, predict the reaction product. The product is: [C:11]([C:12]1[C:13]([NH2:18])=[N:14][CH:15]=[CH:16][CH:17]=1)#[CH:10]. (5) Given the reactants [Cl:1][C:2]1[S:6][C:5]([C:7]([NH:9][C@@:10]2([C:15]([OH:17])=[O:16])[CH2:14][CH2:13][O:12][CH2:11]2)=O)=[CH:4][CH:3]=1, predict the reaction product. The product is: [Cl:1][C:2]1[S:6][C:5]([C:7]2[O:17][C:15](=[O:16])[C@@:10]3([CH2:14][CH2:13][O:12][CH2:11]3)[N:9]=2)=[CH:4][CH:3]=1. (6) Given the reactants [O:1]=[C:2]1[CH2:11][CH2:10][CH2:9][C:8]2[CH:7]=[C:6](OS(C(F)(F)F)(=O)=O)[CH:5]=[CH:4][C:3]1=2.[F:20][C:21]1[CH:22]=[C:23](B(O)O)[CH:24]=[CH:25][C:26]=1[F:27], predict the reaction product. The product is: [F:20][C:21]1[CH:22]=[C:23]([C:6]2[CH:7]=[C:8]3[C:3](=[CH:4][CH:5]=2)[C:2](=[O:1])[CH2:11][CH2:10][CH2:9]3)[CH:24]=[CH:25][C:26]=1[F:27]. (7) Given the reactants [CH3:1][S@@:2]([CH2:4][CH2:5][CH2:6][O:7][CH2:8][C:9]1[CH:14]=[CH:13][CH:12]=[CH:11][CH:10]=1)=[O:3].[S:15](N)([C:18]1[CH:26]=[CH:25][C:21]([N+:22]([O-:24])=[O:23])=[CH:20][CH:19]=1)(=[O:17])=[O:16].CCCCCC, predict the reaction product. The product is: [S:15]([C:18]1[CH:26]=[CH:25][C:21]([N+:22]([O-:24])=[O:23])=[CH:20][CH:19]=1)([OH:3])(=[O:17])=[O:16].[CH3:1][S@:2]([CH2:4][CH2:5][CH2:6][O:7][CH2:8][C:9]1[CH:14]=[CH:13][CH:12]=[CH:11][CH:10]=1)(=[NH:22])=[O:3].